This data is from CYP2D6 inhibition data for predicting drug metabolism from PubChem BioAssay. The task is: Regression/Classification. Given a drug SMILES string, predict its absorption, distribution, metabolism, or excretion properties. Task type varies by dataset: regression for continuous measurements (e.g., permeability, clearance, half-life) or binary classification for categorical outcomes (e.g., BBB penetration, CYP inhibition). Dataset: cyp2d6_veith. (1) The compound is O=S(=O)(c1ccccc1)N1CCC[C@@]2(CCN(Cc3ccccc3)C2)C1. The result is 1 (inhibitor). (2) The molecule is O=C(O)/C=C\C=C/c1ccc2c(c1)OCO2. The result is 0 (non-inhibitor). (3) The molecule is CCN(CC)S(=O)(=O)c1ccc(NC(=O)COC(=O)c2ccc(Br)o2)cc1. The result is 1 (inhibitor).